Dataset: Reaction yield outcomes from USPTO patents with 853,638 reactions. Task: Predict the reaction yield, written as a fraction of the theoretical maximum amount of product (1.0 means a 100% yield; for example, 0.34 means a 34% yield). (1) The reactants are Br[C:2]1[CH:3]=[N:4][CH:5]=[CH:6][C:7]=1[CH3:8].CC#N.CCN(CC)CC.[C:19]([O:23][CH2:24][CH3:25])(=[O:22])[CH:20]=[CH2:21]. The catalyst is C1C=CC(P(C2C=CC=CC=2)[C-]2C=CC=C2)=CC=1.C1C=CC(P(C2C=CC=CC=2)[C-]2C=CC=C2)=CC=1.Cl[Pd]Cl.[Fe+2].C(Cl)Cl. The product is [CH2:24]([O:23][C:19](=[O:22])/[CH:20]=[CH:21]/[C:2]1[CH:3]=[N:4][CH:5]=[CH:6][C:7]=1[CH3:8])[CH3:25]. The yield is 0.470. (2) The reactants are Cl.[S:2]1[CH:6]=[CH:5][CH:4]=[C:3]1[CH2:7][O:8][CH:9]1[CH2:12][NH:11][CH2:10]1.CCN=C=NCCCN(C)C.C1C=CC2N(O)N=NC=2C=1.C(N(C(C)C)CC)(C)C.Cl.[O:44]=[C:45]1[NH:58][C:48]2=[N:49][CH:50]=[C:51](/[CH:53]=[CH:54]/[C:55](O)=[O:56])[CH:52]=[C:47]2[NH:46]1. The catalyst is CN(C)C=O. The product is [O:56]=[C:55]([N:11]1[CH2:12][CH:9]([O:8][CH2:7][C:3]2[S:2][CH:6]=[CH:5][CH:4]=2)[CH2:10]1)/[CH:54]=[CH:53]/[C:51]1[CH:52]=[C:47]2[NH:46][C:45](=[O:44])[NH:58][C:48]2=[N:49][CH:50]=1. The yield is 0.140. (3) The catalyst is O. The yield is 0.815. The product is [CH2:19]([O:18][C:16]([NH:1][CH:2]([C:3]([CH3:6])([CH3:5])[CH3:4])[C:7]([OH:9])=[O:8])=[O:17])[C:20]1[CH:25]=[CH:24][CH:23]=[CH:22][CH:21]=1. The reactants are [NH2:1][C@H:2]([C:7]([OH:9])=[O:8])[C:3]([CH3:6])([CH3:5])[CH3:4].C([O-])(O)=O.[Na+].Cl[C:16]([O:18][CH2:19][C:20]1[CH:25]=[CH:24][CH:23]=[CH:22][CH:21]=1)=[O:17].C([O-])([O-])=O.[Na+].[Na+]. (4) The reactants are [F:1][C:2]1[CH:7]=[CH:6][C:5]([S:8](Cl)(=[O:10])=[O:9])=[CH:4][CH:3]=1.Cl.[Cl:13][C:14]1[C:15]([CH2:29][NH:30][C:31]([C@@H:33]2[CH2:37][C@@H:36]([F:38])[C@H:35]([CH3:39])[NH:34]2)=[O:32])=[CH:16][C:17]([C:20]2[S:24][C:23]([C:25]([F:28])([F:27])[F:26])=[N:22][CH:21]=2)=[N:18][CH:19]=1. The catalyst is ClCCl. The product is [Cl:13][C:14]1[C:15]([CH2:29][NH:30][C:31]([C@@H:33]2[CH2:37][C@@H:36]([F:38])[C@H:35]([CH3:39])[N:34]2[S:8]([C:5]2[CH:6]=[CH:7][C:2]([F:1])=[CH:3][CH:4]=2)(=[O:10])=[O:9])=[O:32])=[CH:16][C:17]([C:20]2[S:24][C:23]([C:25]([F:28])([F:27])[F:26])=[N:22][CH:21]=2)=[N:18][CH:19]=1. The yield is 0.660. (5) The reactants are [NH2:1][C:2]1[CH:10]=[CH:9][CH:8]=[C:7]2[C:3]=1[C:4](=[O:20])[N:5]([CH:12]1[CH2:17][CH2:16][C:15](=[O:18])[NH:14][C:13]1=[O:19])[C:6]2=[O:11].[CH3:21][O:22][C:23]1[CH:31]=[CH:30][CH:29]=[CH:28][C:24]=1[C:25](Cl)=[O:26].CO. The catalyst is C1COCC1. The product is [O:19]=[C:13]1[CH:12]([N:5]2[C:4](=[O:20])[C:3]3[C:7](=[CH:8][CH:9]=[CH:10][C:2]=3[NH:1][C:25](=[O:26])[C:24]3[CH:28]=[CH:29][CH:30]=[CH:31][C:23]=3[O:22][CH3:21])[C:6]2=[O:11])[CH2:17][CH2:16][C:15](=[O:18])[NH:14]1. The yield is 0.780. (6) The reactants are [ClH:1].O1CCOCC1.OC(C(F)(F)F)=O.[C:15]1([NH:21][C:22]2[O:23][CH:24]=[C:25]([C:27]([N:29]3[CH2:34][CH2:33][N:32](C(OC(C)(C)C)=O)[CH2:31][CH:30]3[CH2:42][O:43][C:44]3[CH:45]=[N:46][CH:47]=[CH:48][CH:49]=3)=[O:28])[N:26]=2)[CH:20]=[CH:19][CH:18]=[CH:17][CH:16]=1. The catalyst is CO. The product is [ClH:1].[ClH:1].[C:15]1([NH:21][C:22]2[O:23][CH:24]=[C:25]([C:27]([N:29]3[CH2:34][CH2:33][NH:32][CH2:31][CH:30]3[CH2:42][O:43][C:44]3[CH:45]=[N:46][CH:47]=[CH:48][CH:49]=3)=[O:28])[N:26]=2)[CH:16]=[CH:17][CH:18]=[CH:19][CH:20]=1. The yield is 0.830. (7) The reactants are [Cl:1][C:2]1[CH:10]=[CH:9][CH:8]=[C:7]2[C:3]=1[C:4]1[C:14](=O)[NH:13][C:12]([NH:16][C:17](=[O:22])[C:18]([CH3:21])([CH3:20])[CH3:19])=[N:11][C:5]=1[NH:6]2.O=P(Cl)(Cl)[Cl:25].C(Cl)(Cl)Cl.CO. The catalyst is C(Cl)(Cl)Cl.CO. The product is [Cl:25][C:14]1[C:4]2[C:3]3[C:7](=[CH:8][CH:9]=[CH:10][C:2]=3[Cl:1])[NH:6][C:5]=2[N:11]=[C:12]([NH:16][C:17](=[O:22])[C:18]([CH3:21])([CH3:20])[CH3:19])[N:13]=1. The yield is 0.700. (8) The catalyst is CC#N.O. The reactants are [NH:1]([C:8]1[N:9]([C:26]2[CH:31]=[CH:30][CH:29]=[CH:28][CH:27]=2)[C:10]2[C:15]([C:16](=[O:18])[CH:17]=1)=[CH:14][C:13](/[CH:19]=[CH:20]/[C:21]([O:23]C)=[O:22])=[C:12]([CH3:25])[N:11]=2)[C:2]1[CH:7]=[CH:6][CH:5]=[CH:4][CH:3]=1.[OH-].[Na+]. The product is [NH:1]([C:8]1[N:9]([C:26]2[CH:27]=[CH:28][CH:29]=[CH:30][CH:31]=2)[C:10]2[N:11]=[C:12]([CH3:25])[C:13](/[CH:19]=[CH:20]/[C:21]([OH:23])=[O:22])=[CH:14][C:15]=2[C:16](=[O:18])[CH:17]=1)[C:2]1[CH:7]=[CH:6][CH:5]=[CH:4][CH:3]=1. The yield is 0.630. (9) The reactants are [C:1]([C:5]1[CH:6]=[C:7]([CH:9]=[C:10]([C:12]([CH3:15])([CH3:14])[CH3:13])[CH:11]=1)[NH2:8])([CH3:4])([CH3:3])[CH3:2].Cl.Cl[CH2:18][CH2:19][NH:20][CH2:21][CH2:22]Cl.Cl. The catalyst is COCCOCCO.C(OCC)C.[OH-].[Na+]. The product is [C:12]([C:10]1[CH:9]=[C:7]([N:8]2[CH2:22][CH2:21][NH:20][CH2:19][CH2:18]2)[CH:6]=[C:5]([C:1]([CH3:4])([CH3:3])[CH3:2])[CH:11]=1)([CH3:15])([CH3:14])[CH3:13]. The yield is 0.530.